From a dataset of Forward reaction prediction with 1.9M reactions from USPTO patents (1976-2016). Predict the product of the given reaction. (1) Given the reactants [C:1]1([C@H:7]([OH:11])[CH2:8][C:9]#[N:10])[CH:6]=[CH:5][CH:4]=[CH:3][CH:2]=1, predict the reaction product. The product is: [C:1]1([C@H:7]([OH:11])[CH2:8][CH2:9][NH2:10])[CH:6]=[CH:5][CH:4]=[CH:3][CH:2]=1. (2) Given the reactants [C:1](Cl)(=[O:4])[O:2][CH3:3].[NH2:6][CH2:7][CH2:8][O:9][CH:10]([C:21]1[CH:26]=[CH:25][CH:24]=[CH:23][CH:22]=1)[C:11]1[CH:12]=[C:13]([CH:18]=[CH:19][CH:20]=1)[C:14]([O:16][CH3:17])=[O:15].CCN(CC)CC.O, predict the reaction product. The product is: [CH3:3][O:2][C:1]([NH:6][CH2:7][CH2:8][O:9][CH:10]([C:21]1[CH:22]=[CH:23][CH:24]=[CH:25][CH:26]=1)[C:11]1[CH:12]=[C:13]([CH:18]=[CH:19][CH:20]=1)[C:14]([O:16][CH3:17])=[O:15])=[O:4]. (3) Given the reactants [CH3:1][C:2]1[CH:3]=[C:4]([C:9]2[CH:10]=[N:11][C:12]([NH:15][C:16]([C:18]3[CH:23]=[C:22]([N:24]4[CH2:29][CH2:28][CH2:27][CH2:26][CH2:25]4)[CH:21]=[CH:20][C:19]=3[NH:30][C:31]([C:33]3[CH:34]=[C:35]([CH:47]=[CH:48][CH:49]=3)[CH2:36][S:37][CH2:38][CH2:39][C:40]([O:42]C(C)(C)C)=[O:41])=[O:32])=[O:17])=[N:13][CH:14]=2)[CH:5]=[CH:6][C:7]=1[CH3:8].FC(F)(F)C(O)=O, predict the reaction product. The product is: [CH3:1][C:2]1[CH:3]=[C:4]([C:9]2[CH:10]=[N:11][C:12]([NH:15][C:16]([C:18]3[CH:23]=[C:22]([N:24]4[CH2:25][CH2:26][CH2:27][CH2:28][CH2:29]4)[CH:21]=[CH:20][C:19]=3[NH:30][C:31]([C:33]3[CH:34]=[C:35]([CH:47]=[CH:48][CH:49]=3)[CH2:36][S:37][CH2:38][CH2:39][C:40]([OH:42])=[O:41])=[O:32])=[O:17])=[N:13][CH:14]=2)[CH:5]=[CH:6][C:7]=1[CH3:8]. (4) Given the reactants [F:1][C:2]1[CH:7]=[CH:6][C:5]([CH:8]([OH:29])[CH2:9][CH2:10][N:11]2[CH2:16][CH2:15][CH:14]([C:17]3[CH:18]=[C:19]([NH:23][C:24](=[O:28])[CH:25]([CH3:27])[CH3:26])[CH:20]=[CH:21][CH:22]=3)[CH2:13][CH2:12]2)=[CH:4][CH:3]=1.[Cl:30][C:31]1[CH:36]=[CH:35][CH:34]=[C:33]([Cl:37])[C:32]=1O, predict the reaction product. The product is: [Cl:30][C:31]1[CH:36]=[CH:35][CH:34]=[C:33]([Cl:37])[C:32]=1[O:29][CH:8]([C:5]1[CH:4]=[CH:3][C:2]([F:1])=[CH:7][CH:6]=1)[CH2:9][CH2:10][N:11]1[CH2:16][CH2:15][CH:14]([C:17]2[CH:18]=[C:19]([NH:23][C:24](=[O:28])[CH:25]([CH3:26])[CH3:27])[CH:20]=[CH:21][CH:22]=2)[CH2:13][CH2:12]1. (5) Given the reactants [C:1]([O:5][C:6]([N:8]1[CH2:12][C@H:11]([O:13][C:14]([N:16]2[CH2:24][C:23]3[C:18](=[CH:19][CH:20]=[CH:21][C:22]=3[F:25])[CH2:17]2)=[O:15])[CH2:10][C@H:9]1[C:26]([OH:28])=O)=[O:7])([CH3:4])([CH3:3])[CH3:2].CCN(C(C)C)C(C)C.CN(C(ON1N=NC2C=CC=CC1=2)=[N+](C)C)C.F[P-](F)(F)(F)(F)F.[CH3:62][O:63][C:64](=[O:91])[CH2:65][CH2:66][CH2:67][CH2:68][CH2:69][CH2:70][CH2:71][CH2:72][CH2:73][CH2:74][CH2:75][C:76]1([S:79](=[O:90])(=[O:89])[NH:80][C:81]([C@@:83]2([NH2:88])[CH2:85][C@H:84]2[CH:86]=[CH2:87])=[O:82])[CH2:78][CH2:77]1, predict the reaction product. The product is: [C:1]([O:5][C:6]([N:8]1[C@H:9]([C:26](=[O:28])[NH:88][C@:83]2([C:81]([NH:80][S:79]([C:76]3([CH2:75][CH2:74][CH2:73][CH2:72][CH2:71][CH2:70][CH2:69][CH2:68][CH2:67][CH2:66][CH2:65][C:64]([O:63][CH3:62])=[O:91])[CH2:77][CH2:78]3)(=[O:89])=[O:90])=[O:82])[CH2:85][C@H:84]2[CH:86]=[CH2:87])[CH2:10][C@@H:11]([O:13][C:14]([N:16]2[CH2:24][C:23]3[C:18](=[CH:19][CH:20]=[CH:21][C:22]=3[F:25])[CH2:17]2)=[O:15])[CH2:12]1)=[O:7])([CH3:2])([CH3:4])[CH3:3]. (6) The product is: [C:6]([O:10][C:11]([N:13]1[CH2:18][CH2:17][N:16]([CH2:19][CH2:20][CH2:21][N:30]2[CH2:35][CH2:34][CH2:33][CH2:32][CH2:31]2)[C:15](=[O:23])[C@@H:14]1[CH3:24])=[O:12])([CH3:9])([CH3:8])[CH3:7]. Given the reactants C(=O)([O-])O.[Na+].[C:6]([O:10][C:11]([N:13]1[CH2:18][CH2:17][N:16]([CH2:19][CH2:20][CH2:21]O)[C:15](=[O:23])[C@@H:14]1[CH3:24])=[O:12])([CH3:9])([CH3:8])[CH3:7].[Br-].[K+].Cl[O-].[Na+].[NH:30]1[CH2:35][CH2:34][CH2:33][CH2:32][CH2:31]1.C(O)(=O)C.C(O[BH-](OC(=O)C)OC(=O)C)(=O)C.[Na+], predict the reaction product.